This data is from Forward reaction prediction with 1.9M reactions from USPTO patents (1976-2016). The task is: Predict the product of the given reaction. (1) Given the reactants CC1C=C(N2CCN(CCOC3C=CC=CC=3)C2=O)SC=1C(O)=O.[C:25]([O:29][C:30]([NH:32][C:33]1[CH:54]=[CH:53][C:36]([CH2:37][N:38]2[CH2:42][CH2:41][N:40]([C:43]3[S:47][C:46]([C:48](O)=[O:49])=[C:45]([CH3:51])[CH:44]=3)[C:39]2=[O:52])=[CH:35][CH:34]=1)=[O:31])([CH3:28])([CH3:27])[CH3:26].[NH2:55][CH2:56][C:57]1[CH:58]=[N:59][CH:60]=[CH:61][CH:62]=1, predict the reaction product. The product is: [CH3:51][C:45]1[CH:44]=[C:43]([N:40]2[CH2:41][CH2:42][N:38]([CH2:37][C:36]3[CH:35]=[CH:34][C:33]([NH:32][C:30](=[O:31])[O:29][C:25]([CH3:27])([CH3:28])[CH3:26])=[CH:54][CH:53]=3)[C:39]2=[O:52])[S:47][C:46]=1[C:48](=[O:49])[NH:55][CH2:56][C:57]1[CH:58]=[N:59][CH:60]=[CH:61][CH:62]=1. (2) Given the reactants [OH:1][C:2]1[CH:18]=[CH:17][C:5]([C:6]2[CH2:7][O:8][C:9]3[C:14]([CH:15]=2)=[CH:13][CH:12]=[C:11](O)[CH:10]=3)=[CH:4][CH:3]=1.[NH2:19][C:20]1[CH:25]=[CH:24][CH:23]=[CH:22][CH:21]=1.[CH2:26]=[O:27].[CH2:28](O)C, predict the reaction product. The product is: [C:20]1([N:19]2[CH2:28][C:12]3[CH:13]=[C:14]4[C:9](=[CH:10][C:11]=3[O:27][CH2:26]2)[O:8][CH2:7][C:6]([C:5]2[CH:17]=[CH:18][C:2]([OH:1])=[CH:3][CH:4]=2)=[CH:15]4)[CH:25]=[CH:24][CH:23]=[CH:22][CH:21]=1. (3) The product is: [N:19]1[CH:20]=[CH:21][CH:22]=[N:23][C:18]=1[N:12]1[CH2:17][CH2:16][N:15]([CH2:2][C:3]2[S:4][C:5]3[C:10]([N:11]=2)=[CH:9][CH:8]=[CH:7][N:6]=3)[CH2:14][CH2:13]1. Given the reactants Cl[CH2:2][C:3]1[S:4][C:5]2[C:10]([N:11]=1)=[CH:9][CH:8]=[CH:7][N:6]=2.[N:12]1([C:18]2[N:23]=[CH:22][CH:21]=[CH:20][N:19]=2)[CH2:17][CH2:16][NH:15][CH2:14][CH2:13]1, predict the reaction product. (4) Given the reactants [NH:1]1[CH:5]=[CH:4][C:3]([NH2:6])=[N:2]1.[O:7]1[C:11]2([CH2:16][CH2:15][C:14](=O)[CH2:13][CH2:12]2)[O:10][CH2:9][CH2:8]1.[BH4-].[Na+].Cl, predict the reaction product. The product is: [O:7]1[C:11]2([CH2:16][CH2:15][CH:14]([NH:6][C:3]3[NH:2][N:1]=[CH:5][CH:4]=3)[CH2:13][CH2:12]2)[O:10][CH2:9][CH2:8]1. (5) Given the reactants [Cl:1][C:2]1[CH:3]=[C:4]2[C:8](=[CH:9][CH:10]=1)[N:7]([C:11]([O:13][CH2:14][C@@:15]([OH:27])([CH3:26])[CH2:16][N:17]1[CH:21]=[C:20]([N+:22]([O-:24])=[O:23])[N:19]=[C:18]1Cl)=[O:12])[CH2:6][CH2:5]2.[H-].[Na+], predict the reaction product. The product is: [Cl:1][C:2]1[CH:3]=[C:4]2[C:8](=[CH:9][CH:10]=1)[N:7]([C:11]([O:13][CH2:14][C@:15]1([CH3:26])[O:27][C:18]3=[N:19][C:20]([N+:22]([O-:24])=[O:23])=[CH:21][N:17]3[CH2:16]1)=[O:12])[CH2:6][CH2:5]2. (6) Given the reactants [F:1][C:2]([F:21])([F:20])[C:3]1[CH:4]=[C:5]([CH:17]=[CH:18][CH:19]=1)[CH2:6][O:7][C:8]1[CH:16]=[CH:15][C:11]([C:12](O)=[O:13])=[CH:10][N:9]=1.CCN(CC)CC.ClC(OC)=O.[BH4-].[Na+], predict the reaction product. The product is: [F:21][C:2]([F:1])([F:20])[C:3]1[CH:4]=[C:5]([CH:17]=[CH:18][CH:19]=1)[CH2:6][O:7][C:8]1[N:9]=[CH:10][C:11]([CH2:12][OH:13])=[CH:15][CH:16]=1. (7) Given the reactants [CH2:1]([O:5][C:6]1[CH:11]=[CH:10][C:9]([C:12]2([C:22]3[CH:27]=[CH:26][C:25]([O:28][CH2:29][CH:30]4[O:32][CH2:31]4)=[CH:24][CH:23]=3)[CH:19]3[CH2:20][CH:15]4[CH2:16][CH:17]([CH2:21][CH:13]2[CH2:14]4)[CH2:18]3)=[CH:8][CH:7]=1)[CH:2]1[O:4][CH2:3]1.[H][H], predict the reaction product. The product is: [CH2:29]([O:28][CH:25]1[CH2:26][CH2:27][CH:22]([C:12]2([CH:9]3[CH2:10][CH2:11][CH:6]([O:5][CH2:1][CH:2]4[O:4][CH2:3]4)[CH2:7][CH2:8]3)[CH:13]3[CH2:21][CH:17]4[CH2:16][CH:15]([CH2:20][CH:19]2[CH2:18]4)[CH2:14]3)[CH2:23][CH2:24]1)[CH:30]1[O:32][CH2:31]1.